From a dataset of Full USPTO retrosynthesis dataset with 1.9M reactions from patents (1976-2016). Predict the reactants needed to synthesize the given product. Given the product [CH3:1][N:2]1[CH:6]=[C:5]([C:7]2[CH:30]=[CH:29][C:10]3[N:11]([C:14]4[CH:15]=[C:16]([NH:25][S:34]([CH:31]5[CH2:33][CH2:32]5)(=[O:36])=[O:35])[CH:17]=[C:18]([N:20]5[CH:24]=[CH:23][CH:22]=[CH:21]5)[CH:19]=4)[CH:12]=[N:13][C:9]=3[CH:8]=2)[CH:4]=[N:3]1, predict the reactants needed to synthesize it. The reactants are: [CH3:1][N:2]1[CH:6]=[C:5]([C:7]2[CH:30]=[CH:29][C:10]3[N:11]([C:14]4[CH:15]=[C:16]([NH:25]C(=O)C)[CH:17]=[C:18]([N:20]5[CH:24]=[CH:23][CH:22]=[CH:21]5)[CH:19]=4)[CH:12]=[N:13][C:9]=3[CH:8]=2)[CH:4]=[N:3]1.[CH:31]1([S:34](Cl)(=[O:36])=[O:35])[CH2:33][CH2:32]1.